Dataset: Forward reaction prediction with 1.9M reactions from USPTO patents (1976-2016). Task: Predict the product of the given reaction. (1) Given the reactants C(=O)([O-])[O-:2].[K+].[K+].[NH2:7][CH2:8][CH2:9][CH2:10][OH:11].F[C:13]1[CH:20]=[C:19]([N:21]2[C:33]3[CH:32]=[CH:31][CH:30]=[C:29]([C:34]4[CH:35]=[N:36][CH:37]=[C:38]([O:40][CH3:41])[CH:39]=4)[C:28]=3[C:27]3[C:22]2=[CH:23][CH:24]=[CH:25][CH:26]=3)[CH:18]=[CH:17][C:14]=1[C:15]#[N:16].[OH-].[Na+].OO, predict the reaction product. The product is: [OH:11][CH2:10][CH2:9][CH2:8][NH:7][C:13]1[CH:20]=[C:19]([N:21]2[C:33]3[CH:32]=[CH:31][CH:30]=[C:29]([C:34]4[CH:35]=[N:36][CH:37]=[C:38]([O:40][CH3:41])[CH:39]=4)[C:28]=3[C:27]3[C:22]2=[CH:23][CH:24]=[CH:25][CH:26]=3)[CH:18]=[CH:17][C:14]=1[C:15]([NH2:16])=[O:2]. (2) Given the reactants [O:1]=[C:2]1[CH:7]([N:8]2[CH2:16][C:15]3[C:10](=[CH:11][CH:12]=[C:13]([CH2:17][NH:18][C:19]([CH:21]4[CH2:26][CH2:25][N:24](C(OC(C)(C)C)=O)[CH2:23][CH2:22]4)=[O:20])[CH:14]=3)[C:9]2=[O:34])[CH2:6][CH2:5][C:4](=[O:35])[NH:3]1.Cl, predict the reaction product. The product is: [O:1]=[C:2]1[CH:7]([N:8]2[CH2:16][C:15]3[C:10](=[CH:11][CH:12]=[C:13]([CH2:17][NH:18][C:19]([CH:21]4[CH2:26][CH2:25][NH:24][CH2:23][CH2:22]4)=[O:20])[CH:14]=3)[C:9]2=[O:34])[CH2:6][CH2:5][C:4](=[O:35])[NH:3]1.